This data is from NCI-60 drug combinations with 297,098 pairs across 59 cell lines. The task is: Regression. Given two drug SMILES strings and cell line genomic features, predict the synergy score measuring deviation from expected non-interaction effect. (1) Drug 1: CC1=C(C=C(C=C1)C(=O)NC2=CC(=CC(=C2)C(F)(F)F)N3C=C(N=C3)C)NC4=NC=CC(=N4)C5=CN=CC=C5. Drug 2: C1C(C(OC1N2C=NC3=C2NC=NCC3O)CO)O. Cell line: 786-0. Synergy scores: CSS=3.45, Synergy_ZIP=-0.0419, Synergy_Bliss=0.326, Synergy_Loewe=0.903, Synergy_HSA=-1.77. (2) Drug 1: C1CC(=O)NC(=O)C1N2CC3=C(C2=O)C=CC=C3N. Drug 2: C1C(C(OC1N2C=NC3=C2NC=NCC3O)CO)O. Cell line: 786-0. Synergy scores: CSS=7.00, Synergy_ZIP=-3.09, Synergy_Bliss=-5.63, Synergy_Loewe=-3.48, Synergy_HSA=-3.01. (3) Drug 1: CC1=C(C=C(C=C1)NC2=NC=CC(=N2)N(C)C3=CC4=NN(C(=C4C=C3)C)C)S(=O)(=O)N.Cl. Drug 2: CN1C2=C(C=C(C=C2)N(CCCl)CCCl)N=C1CCCC(=O)O.Cl. Cell line: IGROV1. Synergy scores: CSS=6.07, Synergy_ZIP=-1.01, Synergy_Bliss=2.32, Synergy_Loewe=2.61, Synergy_HSA=2.48. (4) Drug 1: C1=C(C(=O)NC(=O)N1)N(CCCl)CCCl. Drug 2: C1=CC(=CC=C1C#N)C(C2=CC=C(C=C2)C#N)N3C=NC=N3. Cell line: MCF7. Synergy scores: CSS=13.4, Synergy_ZIP=-9.47, Synergy_Bliss=-2.97, Synergy_Loewe=-5.55, Synergy_HSA=-2.61. (5) Drug 1: C1=C(C(=O)NC(=O)N1)N(CCCl)CCCl. Drug 2: C1=CN(C(=O)N=C1N)C2C(C(C(O2)CO)O)O.Cl. Cell line: MCF7. Synergy scores: CSS=29.9, Synergy_ZIP=-9.53, Synergy_Bliss=-5.36, Synergy_Loewe=-22.2, Synergy_HSA=-1.16. (6) Drug 1: C1CCC(CC1)NC(=O)N(CCCl)N=O. Drug 2: C1CC(=O)NC(=O)C1N2C(=O)C3=CC=CC=C3C2=O. Cell line: SK-MEL-2. Synergy scores: CSS=22.0, Synergy_ZIP=-5.88, Synergy_Bliss=-1.87, Synergy_Loewe=-1.57, Synergy_HSA=-2.57. (7) Drug 1: C1=NC2=C(N1)C(=S)N=C(N2)N. Drug 2: CN(C(=O)NC(C=O)C(C(C(CO)O)O)O)N=O. Cell line: SNB-75. Synergy scores: CSS=3.59, Synergy_ZIP=-4.78, Synergy_Bliss=-2.34, Synergy_Loewe=-12.2, Synergy_HSA=-2.56. (8) Drug 1: CCC1(CC2CC(C3=C(CCN(C2)C1)C4=CC=CC=C4N3)(C5=C(C=C6C(=C5)C78CCN9C7C(C=CC9)(C(C(C8N6C)(C(=O)OC)O)OC(=O)C)CC)OC)C(=O)OC)O.OS(=O)(=O)O. Drug 2: C1=NC2=C(N=C(N=C2N1C3C(C(C(O3)CO)O)F)Cl)N. Cell line: A549. Synergy scores: CSS=1.05, Synergy_ZIP=2.04, Synergy_Bliss=1.99, Synergy_Loewe=-1.33, Synergy_HSA=-1.53.